Task: Predict the reaction yield, written as a fraction of the theoretical maximum amount of product (1.0 means a 100% yield; for example, 0.34 means a 34% yield).. Dataset: Reaction yield outcomes from USPTO patents with 853,638 reactions The reactants are [C:1]12([C:19]([O:21][CH3:22])=[O:20])[CH2:8][CH2:7][C:4]([C:9]([O:11]CC3C=CC=CC=3)=[O:10])([CH2:5][CH2:6]1)[CH2:3][O:2]2.[H][H]. The catalyst is [Pd].CO. The product is [CH3:22][O:21][C:19]([C:1]12[CH2:8][CH2:7][C:4]([C:9]([OH:11])=[O:10])([CH2:5][CH2:6]1)[CH2:3][O:2]2)=[O:20]. The yield is 0.980.